This data is from Full USPTO retrosynthesis dataset with 1.9M reactions from patents (1976-2016). The task is: Predict the reactants needed to synthesize the given product. (1) Given the product [CH3:1][O:2][C:3](=[O:13])[CH:4]([C:6]1[CH:11]=[CH:10][C:9]([O:12][CH2:24][C:23]2[CH:26]=[CH:27][C:28]([Cl:29])=[C:21]([Cl:20])[CH:22]=2)=[CH:8][CH:7]=1)[OH:5], predict the reactants needed to synthesize it. The reactants are: [CH3:1][O:2][C:3](=[O:13])[CH:4]([C:6]1[CH:11]=[CH:10][C:9]([OH:12])=[CH:8][CH:7]=1)[OH:5].C(=O)([O-])[O-].[K+].[K+].[Cl:20][C:21]1[CH:22]=[C:23]([CH:26]=[CH:27][C:28]=1[Cl:29])[CH2:24]Br. (2) Given the product [Cl:1][C:2]1[CH:3]=[C:4]2[C:9](=[CH:10][C:11]=1[O:12][CH2:26][CH2:27][CH2:28][OH:29])[O:8][C:7]([CH3:14])([CH3:13])[CH:6]=[C:5]2[C:15]([F:16])([F:18])[F:17], predict the reactants needed to synthesize it. The reactants are: [Cl:1][C:2]1[CH:3]=[C:4]2[C:9](=[CH:10][C:11]=1[OH:12])[O:8][C:7]([CH3:14])([CH3:13])[CH:6]=[C:5]2[C:15]([F:18])([F:17])[F:16].C(=O)([O-])[O-].[Cs+].[Cs+].Br[CH2:26][CH2:27][CH2:28][OH:29].